From a dataset of Full USPTO retrosynthesis dataset with 1.9M reactions from patents (1976-2016). Predict the reactants needed to synthesize the given product. Given the product [Cl:2][C:3]1[CH:4]=[C:5]([N:10]2[C:15](=[O:16])[CH:14]=[C:13]([O:17][CH:18]3[CH2:19][CH2:20][N:21]([C:37]4[N:42]=[CH:41][C:40]([CH2:43][CH2:44][CH3:45])=[CH:39][N:38]=4)[CH2:22][CH2:23]3)[C:12]([C:24]([OH:26])=[O:25])=[N:11]2)[CH:6]=[CH:7][C:8]=1[Cl:9], predict the reactants needed to synthesize it. The reactants are: Cl.[Cl:2][C:3]1[CH:4]=[C:5]([N:10]2[C:15](=[O:16])[CH:14]=[C:13]([O:17][CH:18]3[CH2:23][CH2:22][NH:21][CH2:20][CH2:19]3)[C:12]([C:24]([OH:26])=[O:25])=[N:11]2)[CH:6]=[CH:7][C:8]=1[Cl:9].CCN(C(C)C)C(C)C.Cl[C:37]1[N:42]=[CH:41][C:40]([CH2:43][CH2:44][CH3:45])=[CH:39][N:38]=1.CCOC(C)=O.